This data is from Forward reaction prediction with 1.9M reactions from USPTO patents (1976-2016). The task is: Predict the product of the given reaction. (1) Given the reactants S(C1C=CC(C)=CC=1)(O[CH2:5][CH2:6][C:7]#[CH:8])(=O)=O.[C:16]1([C@H:26]([NH2:28])[CH3:27])[C:25]2[C:20](=[CH:21][CH:22]=[CH:23][CH:24]=2)[CH:19]=[CH:18][CH:17]=1.C([O-])([O-])=O.[Na+].[Na+].[Na+].[I-], predict the reaction product. The product is: [CH2:8]([NH:28][C@@H:26]([C:16]1[C:25]2[C:20](=[CH:21][CH:22]=[CH:23][CH:24]=2)[CH:19]=[CH:18][CH:17]=1)[CH3:27])[CH2:7][C:6]#[CH:5]. (2) Given the reactants Br[C:2]1[CH:3]=[C:4]([Cl:11])[C:5]([F:10])=[C:6]([CH:9]=1)[C:7]#[N:8].[CH3:12][C:13]1([CH3:29])[C:17]([CH3:19])([CH3:18])[O:16][B:15]([B:15]2[O:16][C:17]([CH3:19])([CH3:18])[C:13]([CH3:29])([CH3:12])[O:14]2)[O:14]1.C([O-])(=O)C.[K+], predict the reaction product. The product is: [Cl:11][C:4]1[C:5]([F:10])=[C:6]([CH:9]=[C:2]([B:15]2[O:16][C:17]([CH3:19])([CH3:18])[C:13]([CH3:29])([CH3:12])[O:14]2)[CH:3]=1)[C:7]#[N:8]. (3) Given the reactants [CH3:1][CH:2]1[CH2:7][CH:6](O)[CH:5]=[C:4]([C:9]2[CH:14]=[CH:13][N:12]=[CH:11][C:10]=2[N+:15]([O-:17])=[O:16])[CH2:3]1.CC1C=CC(S(O)(=O)=O)=CC=1.CCOC(C)=O, predict the reaction product. The product is: [CH3:1][CH:2]1[CH2:3][C:4]([C:9]2[CH:14]=[CH:13][N:12]=[CH:11][C:10]=2[N+:15]([O-:17])=[O:16])=[CH:5][CH:6]=[CH:7]1. (4) Given the reactants [CH2:1]([C@H:4]1[CH2:9][CH2:8][C@H:7]([C:10]2[CH:11]=[C:12]3[C:17](=[CH:18][CH:19]=2)[CH:16]=[C:15]([OH:20])[CH:14]=[CH:13]3)[CH2:6][CH2:5]1)[CH2:2][CH3:3].[F:21][C:22]([F:35])([F:34])[S:23](O[S:23]([C:22]([F:35])([F:34])[F:21])(=[O:25])=[O:24])(=[O:25])=[O:24].N1C=CC=CC=1.O, predict the reaction product. The product is: [F:21][C:22]([F:35])([F:34])[S:23]([O:20][C:15]1[CH:14]=[CH:13][C:12]2[C:17](=[CH:18][CH:19]=[C:10]([C@H:7]3[CH2:8][CH2:9][C@H:4]([CH2:1][CH2:2][CH3:3])[CH2:5][CH2:6]3)[CH:11]=2)[CH:16]=1)(=[O:25])=[O:24].